The task is: Predict the reactants needed to synthesize the given product.. This data is from Full USPTO retrosynthesis dataset with 1.9M reactions from patents (1976-2016). (1) Given the product [NH2:1][CH2:2][C:3]1[CH:4]=[C:5]([NH:14][C:21](=[O:22])[O:23][CH2:24][CH:25]([CH3:27])[CH3:26])[CH:6]=[CH:7][C:8]=1[S:9]([CH2:12][CH3:13])(=[O:10])=[O:11], predict the reactants needed to synthesize it. The reactants are: [NH2:1][CH2:2][C:3]1[CH:4]=[C:5]([NH:14]C(=O)OCC)[CH:6]=[CH:7][C:8]=1[S:9]([CH2:12][CH3:13])(=[O:11])=[O:10].Cl[C:21]([O:23][CH2:24][CH:25]([CH3:27])[CH3:26])=[O:22].NC1C=CC(S(CC)(=O)=O)=C(C=1)C#N. (2) The reactants are: [Cl:1][C:2]1[CH:10]=[CH:9][C:5]([C:6]([OH:8])=O)=[CH:4][CH:3]=1.[CH2:11]([O:13][C:14](=[O:33])[CH2:15][CH2:16][C:17]1[CH:22]=[CH:21][CH:20]=[C:19]([N:23]2[C:27]([NH2:28])=[CH:26][C:25]([C:29]([CH3:32])([CH3:31])[CH3:30])=[N:24]2)[CH:18]=1)[CH3:12]. Given the product [CH2:11]([O:13][C:14](=[O:33])[CH2:15][CH2:16][C:17]1[CH:22]=[CH:21][CH:20]=[C:19]([N:23]2[C:27]([NH:28][C:6](=[O:8])[C:5]3[CH:4]=[CH:3][C:2]([Cl:1])=[CH:10][CH:9]=3)=[CH:26][C:25]([C:29]([CH3:32])([CH3:31])[CH3:30])=[N:24]2)[CH:18]=1)[CH3:12], predict the reactants needed to synthesize it.